This data is from Peptide-MHC class II binding affinity with 134,281 pairs from IEDB. The task is: Regression. Given a peptide amino acid sequence and an MHC pseudo amino acid sequence, predict their binding affinity value. This is MHC class II binding data. (1) The peptide sequence is MWRSRADEINAIFEE. The MHC is DRB1_0301 with pseudo-sequence DRB1_0301. The binding affinity (normalized) is 0.431. (2) The peptide sequence is EKKYFAATQFEPLAS. The MHC is HLA-DPA10103-DPB10601 with pseudo-sequence HLA-DPA10103-DPB10601. The binding affinity (normalized) is 0.572. (3) The peptide sequence is MNSLRAEDTAVYYCA. The MHC is DRB1_1501 with pseudo-sequence DRB1_1501. The binding affinity (normalized) is 0.323. (4) The peptide sequence is VCGMFTNRSGSQQWR. The MHC is H-2-IAb with pseudo-sequence H-2-IAb. The binding affinity (normalized) is 0. (5) The peptide sequence is EHDLERGPPGPRRPP. The MHC is DRB5_0101 with pseudo-sequence DRB5_0101. The binding affinity (normalized) is 0.208. (6) The peptide sequence is AFKVAATARNAAPAN. The MHC is HLA-DPA10201-DPB11401 with pseudo-sequence HLA-DPA10201-DPB11401. The binding affinity (normalized) is 0.640. (7) The peptide sequence is NGSQFFLCTAKTAWL. The MHC is DRB1_0701 with pseudo-sequence DRB1_0701. The binding affinity (normalized) is 0.797. (8) The peptide sequence is CPDVMSAGESKHGLTNTA. The MHC is DRB3_0101 with pseudo-sequence DRB3_0101. The binding affinity (normalized) is 0. (9) The peptide sequence is LQIILSGKMAHLRKV. The MHC is DRB1_0802 with pseudo-sequence DRB1_0802. The binding affinity (normalized) is 0.329. (10) The peptide sequence is ELQVIEKVDAAFKVA. The MHC is DRB1_0701 with pseudo-sequence DRB1_0701. The binding affinity (normalized) is 0.646.